This data is from Full USPTO retrosynthesis dataset with 1.9M reactions from patents (1976-2016). The task is: Predict the reactants needed to synthesize the given product. Given the product [CH2:8]([C:10]1([C:16]2[CH:17]=[C:18]([NH:22][S:23]([CH3:26])(=[O:25])=[O:24])[CH:19]=[CH:20][CH:21]=2)[CH:15]2[CH:11]1[CH2:12][N:13]([CH2:8][CH:10]1[CH2:15][CH:11]1[C:3]1[CH:2]=[CH:38][CH:37]=[CH:43][CH:42]=1)[CH2:14]2)[CH3:9], predict the reactants needed to synthesize it. The reactants are: F[C:2](F)(F)[C:3](O)=O.[CH2:8]([C:10]1([C:16]2[CH:17]=[C:18]([NH:22][S:23]([CH3:26])(=[O:25])=[O:24])[CH:19]=[CH:20][CH:21]=2)[CH:15]2[CH:11]1[CH2:12][NH:13][CH2:14]2)[CH3:9].C(O[BH-](O[C:37](=O)[CH3:38])OC(=O)C)(=O)C.[Na+].Cl[CH2:42][CH2:43]Cl.